Dataset: Forward reaction prediction with 1.9M reactions from USPTO patents (1976-2016). Task: Predict the product of the given reaction. (1) The product is: [CH3:1][O:2][C:3]1[CH:4]=[CH:5][C:6]([C:9]2[S:13][C:12]3[CH:15]=[C:16]([O:19][C:20](=[O:26])[N:21]([CH2:22][CH3:23])[CH2:24][CH3:25])[CH:17]=[CH:18][C:11]=3[C:10]=2[O:27][C:28]2[CH:29]=[CH:30][C:31]([O:34][CH2:35][CH2:36][N:37]3[CH2:42][CH2:41][CH2:40][CH2:39][CH2:38]3)=[CH:32][CH:33]=2)=[CH:7][CH:8]=1. Given the reactants [CH3:1][O:2][C:3]1[CH:8]=[CH:7][C:6]([C:9]2[S:13](=O)[C:12]3[CH:15]=[C:16]([O:19][C:20](=[O:26])[N:21]([CH2:24][CH3:25])[CH2:22][CH3:23])[CH:17]=[CH:18][C:11]=3[C:10]=2[O:27][C:28]2[CH:33]=[CH:32][C:31]([O:34][CH2:35][CH2:36][N:37]3[CH2:42][CH2:41][CH2:40][CH2:39][CH2:38]3)=[CH:30][CH:29]=2)=[CH:5][CH:4]=1.CO.Cl.S([O-])([O-])(=O)=S.[Na+].[Na+], predict the reaction product. (2) Given the reactants N1C=CC=CC=1.[FH:7].C([O:11][C:12]1[CH:13]=[C:14]([CH:32]=[CH2:33])[C:15]2[O:19][C:18]([C:20]3[CH:25]=[CH:24][C:23]([O:26]C(=O)C)=[C:22]([F:30])[CH:21]=3)=[N:17][C:16]=2[CH:31]=1)(=O)C.[Br:34]N1C(C)(C)C(=O)N(Br)C1=O, predict the reaction product. The product is: [Br:34][CH2:33][CH:32]([C:14]1[C:15]2[O:19][C:18]([C:20]3[CH:25]=[CH:24][C:23]([OH:26])=[C:22]([F:30])[CH:21]=3)=[N:17][C:16]=2[CH:31]=[C:12]([OH:11])[CH:13]=1)[F:7]. (3) Given the reactants [Cl:1][C:2]1[CH:7]=[N:6][N:5]2[C:8](=[O:11])[NH:9][N:10]=[C:4]2[C:3]=1[C:12]1[CH:17]=[CH:16][C:15]([Cl:18])=[CH:14][CH:13]=1.Br[CH2:20][C:21]1[CH:22]=[CH:23][C:24]([C:27]([F:30])([F:29])[F:28])=[N:25][CH:26]=1, predict the reaction product. The product is: [Cl:1][C:2]1[CH:7]=[N:6][N:5]2[C:8](=[O:11])[N:9]([CH2:20][C:21]3[CH:26]=[N:25][C:24]([C:27]([F:30])([F:28])[F:29])=[CH:23][CH:22]=3)[N:10]=[C:4]2[C:3]=1[C:12]1[CH:17]=[CH:16][C:15]([Cl:18])=[CH:14][CH:13]=1.